This data is from NCI-60 drug combinations with 297,098 pairs across 59 cell lines. The task is: Regression. Given two drug SMILES strings and cell line genomic features, predict the synergy score measuring deviation from expected non-interaction effect. (1) Drug 1: CCCCC(=O)OCC(=O)C1(CC(C2=C(C1)C(=C3C(=C2O)C(=O)C4=C(C3=O)C=CC=C4OC)O)OC5CC(C(C(O5)C)O)NC(=O)C(F)(F)F)O. Drug 2: CC1CCCC2(C(O2)CC(NC(=O)CC(C(C(=O)C(C1O)C)(C)C)O)C(=CC3=CSC(=N3)C)C)C. Cell line: SN12C. Synergy scores: CSS=53.2, Synergy_ZIP=-4.47, Synergy_Bliss=-6.50, Synergy_Loewe=-8.37, Synergy_HSA=-2.83. (2) Drug 1: CNC(=O)C1=CC=CC=C1SC2=CC3=C(C=C2)C(=NN3)C=CC4=CC=CC=N4. Drug 2: C1CN1P(=S)(N2CC2)N3CC3. Cell line: MDA-MB-231. Synergy scores: CSS=12.0, Synergy_ZIP=-1.86, Synergy_Bliss=-2.03, Synergy_Loewe=-6.03, Synergy_HSA=-5.01. (3) Synergy scores: CSS=3.04, Synergy_ZIP=0.0184, Synergy_Bliss=0.309, Synergy_Loewe=-1.47, Synergy_HSA=0.392. Cell line: 786-0. Drug 1: CC1=C(C=C(C=C1)NC2=NC=CC(=N2)N(C)C3=CC4=NN(C(=C4C=C3)C)C)S(=O)(=O)N.Cl. Drug 2: C1CCC(C1)C(CC#N)N2C=C(C=N2)C3=C4C=CNC4=NC=N3. (4) Drug 1: C1CCN(CC1)CCOC2=CC=C(C=C2)C(=O)C3=C(SC4=C3C=CC(=C4)O)C5=CC=C(C=C5)O. Drug 2: CCN(CC)CCNC(=O)C1=C(NC(=C1C)C=C2C3=C(C=CC(=C3)F)NC2=O)C. Cell line: RPMI-8226. Synergy scores: CSS=-10.2, Synergy_ZIP=10.4, Synergy_Bliss=14.3, Synergy_Loewe=-4.22, Synergy_HSA=-1.80. (5) Drug 1: CCC1=C2CN3C(=CC4=C(C3=O)COC(=O)C4(CC)O)C2=NC5=C1C=C(C=C5)O. Drug 2: CC1C(C(CC(O1)OC2CC(CC3=C2C(=C4C(=C3O)C(=O)C5=C(C4=O)C(=CC=C5)OC)O)(C(=O)CO)O)N)O.Cl. Cell line: MDA-MB-435. Synergy scores: CSS=35.9, Synergy_ZIP=-4.38, Synergy_Bliss=-2.02, Synergy_Loewe=-18.1, Synergy_HSA=0.274. (6) Drug 1: C1CC(C1)(C(=O)O)C(=O)O.[NH2-].[NH2-].[Pt+2]. Drug 2: C1=NNC2=C1C(=O)NC=N2. Cell line: NCI/ADR-RES. Synergy scores: CSS=-0.138, Synergy_ZIP=-0.621, Synergy_Bliss=-0.452, Synergy_Loewe=-5.95, Synergy_HSA=-3.99. (7) Drug 1: C1=C(C(=O)NC(=O)N1)F. Drug 2: C1=NC(=NC(=O)N1C2C(C(C(O2)CO)O)O)N. Cell line: HCT-15. Synergy scores: CSS=41.3, Synergy_ZIP=-1.13, Synergy_Bliss=-4.85, Synergy_Loewe=-5.62, Synergy_HSA=-4.82. (8) Drug 1: CC(C1=C(C=CC(=C1Cl)F)Cl)OC2=C(N=CC(=C2)C3=CN(N=C3)C4CCNCC4)N. Drug 2: CC12CCC3C(C1CCC2=O)CC(=C)C4=CC(=O)C=CC34C. Cell line: HOP-62. Synergy scores: CSS=17.0, Synergy_ZIP=6.87, Synergy_Bliss=2.84, Synergy_Loewe=-1.96, Synergy_HSA=1.87.